Dataset: Catalyst prediction with 721,799 reactions and 888 catalyst types from USPTO. Task: Predict which catalyst facilitates the given reaction. (1) Reactant: C[Mg]Cl.[CH2:4]1COCC1.[NH2:9][C:10]1[CH:21]=[C:20]([Cl:22])[C:13]2[C:14]([CH:17]3[CH2:19][CH2:18]3)=[N:15][O:16][C:12]=2[C:11]=1[C:23](=[O:25])[CH3:24].[NH4+].[Cl-]. Product: [NH2:9][C:10]1[CH:21]=[C:20]([Cl:22])[C:13]2[C:14]([CH:17]3[CH2:18][CH2:19]3)=[N:15][O:16][C:12]=2[C:11]=1[C:23]([OH:25])([CH3:4])[CH3:24]. The catalyst class is: 1. (2) Reactant: [CH3:1][N:2]([CH3:7])[CH2:3][CH2:4][CH2:5][NH2:6].[Br:8][C:9]([CH3:14])([CH3:13])[C:10](Br)=[O:11]. Product: [Br:8][C:9]([CH3:14])([CH3:13])[C:10]([NH:6][CH2:5][CH2:4][CH2:3][N:2]([CH3:7])[CH3:1])=[O:11]. The catalyst class is: 1. (3) Reactant: Cl[CH2:2][C:3]([N:5]1[C:13]2[C:8](=[CH:9][C:10]([N+:14]([O-:16])=[O:15])=[CH:11][CH:12]=2)[CH:7]=[CH:6]1)=[O:4].[CH3:17][N:18]1[CH2:23][CH2:22][NH:21][CH2:20][CH2:19]1. Product: [CH3:17][N:18]1[CH2:23][CH2:22][N:21]([CH2:2][C:3]([N:5]2[C:13]3[C:8](=[CH:9][C:10]([N+:14]([O-:16])=[O:15])=[CH:11][CH:12]=3)[CH:7]=[CH:6]2)=[O:4])[CH2:20][CH2:19]1. The catalyst class is: 11. (4) Reactant: [CH2:1]([N+:3]([CH3:11])([CH3:10])[CH2:4][CH2:5][CH2:6][C:7]([O-:9])=[O:8])[CH3:2].[OH:12][P:13]([OH:16])([OH:15])=[O:14]. Product: [P:13]([O-:16])([OH:15])([OH:14])=[O:12].[C:7]([CH2:6][CH2:5][CH2:4][N+:3]([CH2:1][CH3:2])([CH3:10])[CH3:11])([OH:9])=[O:8]. The catalyst class is: 283.